From a dataset of Forward reaction prediction with 1.9M reactions from USPTO patents (1976-2016). Predict the product of the given reaction. Given the reactants C([O-])(=O)C.[Cs+].FC(F)(F)C1C=CC(P(C2C=CC(C(F)(F)F)=CC=2)C2C=CC(C(F)(F)F)=CC=2)=CC=1.CN(C)C=O.[N:42]1[CH:43]=[N:44][N:45]2[CH:50]=[C:49]([C:51]3[O:52][C:53]4([C:63](=[O:65])[CH:64]=3)[CH2:62][CH2:61][C:56]3([O:60][CH2:59][CH2:58][O:57]3)[CH2:55][CH2:54]4)[CH:48]=[CH:47][C:46]=12.Br[C:67]1[CH:72]=[CH:71][CH:70]=[C:69]([CH3:73])[N:68]=1, predict the reaction product. The product is: [CH3:73][C:69]1[N:68]=[C:67]([C:64]2[C:63](=[O:65])[C:53]3([CH2:54][CH2:55][C:56]4([O:60][CH2:59][CH2:58][O:57]4)[CH2:61][CH2:62]3)[O:52][C:51]=2[C:49]2[CH:48]=[CH:47][C:46]3[N:45]([N:44]=[CH:43][N:42]=3)[CH:50]=2)[CH:72]=[CH:71][CH:70]=1.